Predict the reaction yield, written as a fraction of the theoretical maximum amount of product (1.0 means a 100% yield; for example, 0.34 means a 34% yield). From a dataset of Reaction yield outcomes from USPTO patents with 853,638 reactions. (1) The reactants are [F:1][C:2]1[CH:34]=[CH:33][C:5]([CH2:6][C@@H:7]([C@@H:21]([O:23][CH2:24][C:25]2[CH:30]=[CH:29][C:28]([O:31][CH3:32])=[CH:27][CH:26]=2)[CH3:22])[C@H:8]([O:17][CH2:18][CH:19]=O)[CH2:9][CH2:10][C:11]2[CH:16]=[CH:15][CH:14]=[CH:13][CH:12]=2)=[CH:4][CH:3]=1.[C:35]([O:39][C:40]([NH:42][CH:43](P(OC)(OC)=O)[C:44]([O:46][CH3:47])=[O:45])=[O:41])([CH3:38])([CH3:37])[CH3:36].C1CCN2C(=NCCC2)CC1. The catalyst is C(Cl)Cl. The product is [C:35]([O:39][C:40]([NH:42][C:43](=[CH:19][CH2:18][O:17][C@@H:8]([C@@H:7]([CH2:6][C:5]1[CH:33]=[CH:34][C:2]([F:1])=[CH:3][CH:4]=1)[C@@H:21]([O:23][CH2:24][C:25]1[CH:30]=[CH:29][C:28]([O:31][CH3:32])=[CH:27][CH:26]=1)[CH3:22])[CH2:9][CH2:10][C:11]1[CH:12]=[CH:13][CH:14]=[CH:15][CH:16]=1)[C:44]([O:46][CH3:47])=[O:45])=[O:41])([CH3:38])([CH3:37])[CH3:36]. The yield is 0.740. (2) The reactants are S(=O)(=O)(O)O.[N+:6]([O-:9])(O)=[O:7].NC(N)=N.[Br:14][C:15]1[CH:21]=[CH:20][C:18]([NH2:19])=[C:17]([O:22][CH3:23])[CH:16]=1. The catalyst is [OH-].[Na+]. The product is [Br:14][C:15]1[C:21]([N+:6]([O-:9])=[O:7])=[CH:20][C:18]([NH2:19])=[C:17]([O:22][CH3:23])[CH:16]=1. The yield is 0.740. (3) The reactants are [CH3:1][C:2]1[N:7]=[C:6]2[S:8][C:9]3[CH2:14][CH2:13][CH2:12][CH2:11][C:10]=3[C:5]2=[C:4]([C:15]2[CH:20]=[CH:19][CH:18]=[CH:17][C:16]=2[Cl:21])[C:3]=1[CH2:22][C:23]([O:25][CH3:26])=[O:24].[Li+].C[Si]([N-][Si](C)(C)C)(C)C.[CH2:37]1[CH2:41]OC[CH2:38]1.ICCC. The catalyst is CN(C=O)C. The product is [CH3:1][C:2]1[N:7]=[C:6]2[S:8][C:9]3[CH2:14][CH2:13][CH2:12][CH2:11][C:10]=3[C:5]2=[C:4]([C:15]2[CH:20]=[CH:19][CH:18]=[CH:17][C:16]=2[Cl:21])[C:3]=1[CH:22]([CH2:38][CH2:37][CH3:41])[C:23]([O:25][CH3:26])=[O:24]. The yield is 0.740. (4) The reactants are [CH2:1]([N:4]1[C:12]2[C:11](=[O:13])[NH:10][C:9](=[O:14])[NH:8][C:7]=2[N:6]=[CH:5]1)[CH:2]=[CH2:3].C(=O)([O-])[O-].[Na+].[Na+].[CH2:21](I)[CH2:22][CH2:23][CH2:24][CH3:25]. The catalyst is CN(C=O)C. The product is [CH2:21]([N:8]1[C:7]2[N:6]=[CH:5][N:4]([CH2:1][CH:2]=[CH2:3])[C:12]=2[C:11](=[O:13])[NH:10][C:9]1=[O:14])[CH2:22][CH2:23][CH2:24][CH3:25]. The yield is 0.560. (5) The reactants are [NH:1]1[CH2:8][CH2:7][CH2:6][C@H:2]1[C:3]([OH:5])=[O:4].C(N(CC)CC)C.[C:16](O[C:16]([O:18][C:19]([CH3:22])([CH3:21])[CH3:20])=[O:17])([O:18][C:19]([CH3:22])([CH3:21])[CH3:20])=[O:17]. The catalyst is C(Cl)Cl. The product is [C:19]([O:18][C:16]([N:1]1[CH2:8][CH2:7][CH2:6][CH:2]1[C:3]([OH:5])=[O:4])=[O:17])([CH3:22])([CH3:21])[CH3:20]. The yield is 0.900. (6) The reactants are [CH3:1][C:2]1[C:16](=[O:17])[N:15]=[C:14]2[N:4]([C@@H:5]3[O:9][C@H:8]([CH2:10][OH:11])[C@@H:7]([OH:12])[C@@H:6]3[O:13]2)[CH:3]=1.[CH3:18][O:19][CH2:20][CH2:21][O:22]B([O:22][CH2:21][CH2:20][O:19][CH3:18])[O:22][CH2:21][CH2:20][O:19][CH3:18]. The yield is 0.630. The catalyst is COCCO. The product is [CH3:18][O:19][CH2:20][CH2:21][O:22][C@@H:6]1[C@H:7]([OH:12])[C@@H:8]([CH2:10][OH:11])[O:9][C@H:5]1[N:4]1[CH:3]=[C:2]([CH3:1])[C:16](=[O:17])[NH:15][C:14]1=[O:13]. (7) The reactants are [CH2:1]([O:3][C:4](=[O:12])[CH:5]=[CH:6][CH:7](OC)OC)[CH3:2].C1(C)C=CC(S(O)(=O)=O)=CC=1.[NH2:24][C:25]1[CH:30]=[CH:29][CH:28]=[CH:27][N:26]=1. The catalyst is C(#N)C.O.C(OCC)(=O)C. The product is [CH2:1]([O:3][C:4](=[O:12])[CH2:5][C:6]1[N:26]2[CH:27]=[CH:28][CH:29]=[CH:30][C:25]2=[N:24][CH:7]=1)[CH3:2]. The yield is 0.730. (8) The reactants are B(F)(F)F.CCOCC.[N+](=[CH:12][C:13]([O:15][CH2:16][CH3:17])=[O:14])=[N-].[CH3:18][C:19]1([CH:25]=[O:26])[CH2:24][CH2:23][O:22][CH2:21][CH2:20]1.[Na+].[Cl-]. The catalyst is C(Cl)Cl. The product is [CH2:16]([O:15][C:13](=[O:14])[CH2:12][C:25]([C:19]1([CH3:18])[CH2:24][CH2:23][O:22][CH2:21][CH2:20]1)=[O:26])[CH3:17]. The yield is 0.790.